This data is from Catalyst prediction with 721,799 reactions and 888 catalyst types from USPTO. The task is: Predict which catalyst facilitates the given reaction. (1) Reactant: [I:1][C:2]1[CH:3]=[CH:4][CH:5]=[C:6]2[C:11]=1[NH:10][CH:9]=[CH:8][C:7]2=O.O=P(Cl)(Cl)[Cl:15]. Product: [Cl:15][C:7]1[C:6]2[C:11](=[C:2]([I:1])[CH:3]=[CH:4][CH:5]=2)[N:10]=[CH:9][CH:8]=1. The catalyst class is: 3. (2) Reactant: [Si:1]([O:8][C:9]1[CH:10]=[C:11]([C:15]2[CH:20]=[CH:19][CH:18]=[CH:17][C:16]=2[N+:21]([O-])=O)[CH:12]=[CH:13][CH:14]=1)([C:4]([CH3:7])([CH3:6])[CH3:5])([CH3:3])[CH3:2]. Product: [Si:1]([O:8][C:9]1[CH:10]=[C:11]([C:15]2[CH:20]=[CH:19][CH:18]=[CH:17][C:16]=2[NH2:21])[CH:12]=[CH:13][CH:14]=1)([C:4]([CH3:7])([CH3:6])[CH3:5])([CH3:3])[CH3:2]. The catalyst class is: 14. (3) Reactant: Br[C:2]1[CH:3]=[C:4]2[C:9](=[CH:10][CH:11]=1)[N:8]=[C:7]([C:12]1[CH:17]=[CH:16][CH:15]=[CH:14][C:13]=1[F:18])[N:6]=[C:5]2[N:19]1[C:27]2[CH:26]=[CH:25][N:24]=[CH:23][C:22]=2[CH:21]=[CH:20]1.C(=O)([O-])[O-].[Cs+].[Cs+].[C:34]([O:38][C:39](=[O:42])[NH:40][CH3:41])([CH3:37])([CH3:36])[CH3:35].O. Product: [C:34]([O:38][C:39](=[O:42])[N:40]([C:2]1[CH:3]=[C:4]2[C:9](=[CH:10][CH:11]=1)[N:8]=[C:7]([C:12]1[CH:17]=[CH:16][CH:15]=[CH:14][C:13]=1[F:18])[N:6]=[C:5]2[N:19]1[C:27]2[CH:26]=[CH:25][N:24]=[CH:23][C:22]=2[CH:21]=[CH:20]1)[CH3:41])([CH3:37])([CH3:36])[CH3:35]. The catalyst class is: 7. (4) Reactant: [F:1][C:2]([F:20])([F:19])[CH2:3][NH:4][C:5]1[CH:14]=[CH:13][C:12]2[C:7](=[CH:8][C:9]([C:15]([O:17]C)=[O:16])=[CH:10][CH:11]=2)[N:6]=1.[OH-].[Li+]. Product: [F:20][C:2]([F:1])([F:19])[CH2:3][NH:4][C:5]1[CH:14]=[CH:13][C:12]2[C:7](=[CH:8][C:9]([C:15]([OH:17])=[O:16])=[CH:10][CH:11]=2)[N:6]=1. The catalyst class is: 7.